From a dataset of NCI-60 drug combinations with 297,098 pairs across 59 cell lines. Regression. Given two drug SMILES strings and cell line genomic features, predict the synergy score measuring deviation from expected non-interaction effect. (1) Drug 1: CNC(=O)C1=CC=CC=C1SC2=CC3=C(C=C2)C(=NN3)C=CC4=CC=CC=N4. Drug 2: CC1C(C(=O)NC(C(=O)N2CCCC2C(=O)N(CC(=O)N(C(C(=O)O1)C(C)C)C)C)C(C)C)NC(=O)C3=C4C(=C(C=C3)C)OC5=C(C(=O)C(=C(C5=N4)C(=O)NC6C(OC(=O)C(N(C(=O)CN(C(=O)C7CCCN7C(=O)C(NC6=O)C(C)C)C)C)C(C)C)C)N)C. Cell line: KM12. Synergy scores: CSS=44.5, Synergy_ZIP=26.7, Synergy_Bliss=20.9, Synergy_Loewe=21.3, Synergy_HSA=21.2. (2) Drug 1: CCC1=CC2CC(C3=C(CN(C2)C1)C4=CC=CC=C4N3)(C5=C(C=C6C(=C5)C78CCN9C7C(C=CC9)(C(C(C8N6C)(C(=O)OC)O)OC(=O)C)CC)OC)C(=O)OC.C(C(C(=O)O)O)(C(=O)O)O. Drug 2: CCC1(CC2CC(C3=C(CCN(C2)C1)C4=CC=CC=C4N3)(C5=C(C=C6C(=C5)C78CCN9C7C(C=CC9)(C(C(C8N6C)(C(=O)OC)O)OC(=O)C)CC)OC)C(=O)OC)O.OS(=O)(=O)O. Cell line: SK-OV-3. Synergy scores: CSS=64.2, Synergy_ZIP=-2.44, Synergy_Bliss=-1.89, Synergy_Loewe=0.813, Synergy_HSA=1.25. (3) Drug 1: C1CC(=O)NC(=O)C1N2C(=O)C3=CC=CC=C3C2=O. Drug 2: CCC1(C2=C(COC1=O)C(=O)N3CC4=CC5=C(C=CC(=C5CN(C)C)O)N=C4C3=C2)O.Cl. Cell line: RPMI-8226. Synergy scores: CSS=-4.72, Synergy_ZIP=-9.19, Synergy_Bliss=-24.5, Synergy_Loewe=-57.8, Synergy_HSA=-24.8. (4) Drug 1: C1=CC(=CC=C1CC(C(=O)O)N)N(CCCl)CCCl.Cl. Drug 2: C1CN(P(=O)(OC1)NCCCl)CCCl. Cell line: SNB-75. Synergy scores: CSS=0.877, Synergy_ZIP=-0.824, Synergy_Bliss=-1.45, Synergy_Loewe=-7.42, Synergy_HSA=-4.03. (5) Drug 1: CS(=O)(=O)C1=CC(=C(C=C1)C(=O)NC2=CC(=C(C=C2)Cl)C3=CC=CC=N3)Cl. Drug 2: C(=O)(N)NO. Cell line: NCI-H460. Synergy scores: CSS=12.3, Synergy_ZIP=-4.60, Synergy_Bliss=-1.23, Synergy_Loewe=-1.19, Synergy_HSA=0.518. (6) Drug 1: CCN(CC)CCNC(=O)C1=C(NC(=C1C)C=C2C3=C(C=CC(=C3)F)NC2=O)C. Drug 2: C1CN1C2=NC(=NC(=N2)N3CC3)N4CC4. Cell line: UACC62. Synergy scores: CSS=35.1, Synergy_ZIP=-8.96, Synergy_Bliss=-1.39, Synergy_Loewe=-5.13, Synergy_HSA=0.259. (7) Drug 1: CC12CCC(CC1=CCC3C2CCC4(C3CC=C4C5=CN=CC=C5)C)O. Drug 2: C1=CC=C(C=C1)NC(=O)CCCCCCC(=O)NO. Cell line: COLO 205. Synergy scores: CSS=5.70, Synergy_ZIP=-1.44, Synergy_Bliss=-3.24, Synergy_Loewe=-9.62, Synergy_HSA=-7.00.